Dataset: NCI-60 drug combinations with 297,098 pairs across 59 cell lines. Task: Regression. Given two drug SMILES strings and cell line genomic features, predict the synergy score measuring deviation from expected non-interaction effect. (1) Drug 1: CC1=C(C(=CC=C1)Cl)NC(=O)C2=CN=C(S2)NC3=CC(=NC(=N3)C)N4CCN(CC4)CCO. Drug 2: C1CNP(=O)(OC1)N(CCCl)CCCl. Cell line: M14. Synergy scores: CSS=-2.04, Synergy_ZIP=-0.00541, Synergy_Bliss=-1.04, Synergy_Loewe=-3.10, Synergy_HSA=-2.94. (2) Drug 1: CC1=C(C=C(C=C1)NC(=O)C2=CC=C(C=C2)CN3CCN(CC3)C)NC4=NC=CC(=N4)C5=CN=CC=C5. Drug 2: CCCCC(=O)OCC(=O)C1(CC(C2=C(C1)C(=C3C(=C2O)C(=O)C4=C(C3=O)C=CC=C4OC)O)OC5CC(C(C(O5)C)O)NC(=O)C(F)(F)F)O. Cell line: 786-0. Synergy scores: CSS=38.0, Synergy_ZIP=-0.955, Synergy_Bliss=-0.696, Synergy_Loewe=-0.688, Synergy_HSA=-0.0834.